Predict which catalyst facilitates the given reaction. From a dataset of Catalyst prediction with 721,799 reactions and 888 catalyst types from USPTO. Reactant: [CH3:1][C:2]1[C:6]([CH2:7][S:8][CH2:9][C:10]([OH:12])=O)=[C:5]([CH3:13])[O:4][N:3]=1.[C:14]1([CH3:26])[CH:19]=[CH:18][CH:17]=[C:16]([N:20]2[CH2:25][CH2:24][NH:23][CH2:22][CH2:21]2)[CH:15]=1.CCN(CC)CC.C(P1(=O)OP(CCC)(=O)OP(CCC)(=O)O1)CC. Product: [CH3:1][C:2]1[C:6]([CH2:7][S:8][CH2:9][C:10]([N:23]2[CH2:24][CH2:25][N:20]([C:16]3[CH:15]=[C:14]([CH3:26])[CH:19]=[CH:18][CH:17]=3)[CH2:21][CH2:22]2)=[O:12])=[C:5]([CH3:13])[O:4][N:3]=1. The catalyst class is: 2.